Dataset: Peptide-MHC class I binding affinity with 185,985 pairs from IEDB/IMGT. Task: Regression. Given a peptide amino acid sequence and an MHC pseudo amino acid sequence, predict their binding affinity value. This is MHC class I binding data. (1) The peptide sequence is TLQKVLHVT. The MHC is HLA-A02:01 with pseudo-sequence HLA-A02:01. The binding affinity (normalized) is 0.199. (2) The peptide sequence is MVFGRFSFA. The MHC is HLA-B83:01 with pseudo-sequence HLA-B83:01. The binding affinity (normalized) is 0.213. (3) The peptide sequence is VTRPLRTMV. The MHC is HLA-B51:01 with pseudo-sequence HLA-B51:01. The binding affinity (normalized) is 0.0847. (4) The peptide sequence is RLAKLTEAI. The MHC is HLA-A80:01 with pseudo-sequence HLA-A80:01. The binding affinity (normalized) is 0.0847.